From a dataset of Drug-target binding data from BindingDB using Ki measurements. Regression. Given a target protein amino acid sequence and a drug SMILES string, predict the binding affinity score between them. We predict pKi (pKi = -log10(Ki in M); higher means stronger inhibition). Dataset: bindingdb_ki. (1) The drug is O=C(NN1CCCCC1)c1nn(-c2ccc(Cl)cc2Cl)c2c1CCCc1cc(Cl)ccc1-2. The target protein (P32836) has sequence MSAPAQNNAEVPTFKLVLVGDGGTGKTTFVKRHLTGEFEKKYIATIGVEVHPLSFYTNFGEIKFDVWDTAGQEKFGGLRDGYYINAQCAIIMFDVTSRITYKNVPNWHRDLVRVCENIPIVLCGNKVDVKERKVKAKTITFHRKKNLQYYDISAKSNYNFEKPFLWLARKLAGNPQLEFVASPALAPPEVQVDEQLMHQYQQEMDQATALPLPDEDDADL. The pKi is 7.7. (2) The compound is CC(C)CCNC(=O)[C@@H](O)[C@H](N)Cc1ccccc1. The target protein (Q9H4A4) has sequence MASGEHSPGSGAARRPLHSAQAVDVASASNFRAFELLHLHLDLRAEFGPPGPGAGSRGLSGTAVLDLRCLEPEGAAELRLDSHPCLEVTAAALRRERPGSEEPPAEPVSFYTQPFSHYGQALCVSFPQPCRAAERLQVLLTYRVGEGPGVCWLAPEQTAGKKKPFVYTQGQAVLNRAFFPCFDTPAVKYKYSALIEVPDGFTAVMSASTWEKRGPNKFFFQMCQPIPSYLIALAIGDLVSAEVGPRSRVWAEPCLIDAAKEEYNGVIEEFLATGEKLFGPYVWGRYDLLFMPPSFPFGGMENPCLTFVTPCLLAGDRSLADVIIHEISHSWFGNLVTNANWGEFWLNEGFTMYAQRRISTILFGAAYTCLEAATGRALLRQHMDITGEENPLNKLRVKIEPGVDPDDTYNETPYEKGFCFVSYLAHLVGDQDQFDSFLKAYVHEFKFRSILADDFLDFYLEYFPELKKKRVDIIPGFEFDRWLNTPGWPPYLPDLSPGDS.... The pKi is 4.4. (3) The drug is CCCCCC(=O)CC[C@H]1[C@H](O)CC(=O)[C@@H]1C/C=C\CCCC(=O)O. The target protein (P43252) has sequence MMASDGHPGPPSVTPGSPLSAGGREWQGMAGSCWNITYVQDSVGPATSTLMFVAGVVGNGLALGILGARRRSHPSAFAVLVTGLAVTDLLGTCFLSPAVFVAYARNSSLLGLAHGGTMLCDTFAFAMTFFGLASTLILFAMAVERCLALSHPYLYAQLDGPRCARFALPSIYAFCCLFCSLPLLGLGEHQQYCPGSWCFIRMRSAQPGGCAFSLAYASLMALLVTSIFFCNGSVTLSLYHMYRQQRRHHGSFVPTSRAREDEVYHLILLALMTVIMAVCSLPLMIRGFTQAIAPDSREMGDLLAFRFNAFNPILDPWVFILFRKAVFQRLKFWLCCLCARSVHGDLQAPLSRPASGRRDPPAPTSLQAKEGSWVPLSSWGTGQVAPLTAVPLTGGDGCSVGMPSKSEAIAACSLC. The pKi is 5.0.